From a dataset of Forward reaction prediction with 1.9M reactions from USPTO patents (1976-2016). Predict the product of the given reaction. Given the reactants [F:1][C:2]1[CH:8]=[C:7]([CH3:9])[CH:6]=[C:5]([I:10])[C:3]=1[NH2:4].Cl[C:12](Cl)([O:14]C(=O)OC(Cl)(Cl)Cl)Cl, predict the reaction product. The product is: [F:1][C:2]1[CH:8]=[C:7]([CH3:9])[CH:6]=[C:5]([I:10])[C:3]=1[N:4]=[C:12]=[O:14].